Dataset: Full USPTO retrosynthesis dataset with 1.9M reactions from patents (1976-2016). Task: Predict the reactants needed to synthesize the given product. (1) Given the product [CH3:19][N:20]([CH:21]1[CH2:22][CH2:23][N:24]([CH:27]([CH3:29])[CH3:28])[CH2:25][CH2:26]1)[C:4]1[CH:13]=[CH:12][C:11]2[CH:10]3[CH2:14][CH2:15][CH2:16][C:17](=[O:18])[N:9]3[CH2:8][CH2:7][C:6]=2[N:5]=1, predict the reactants needed to synthesize it. The reactants are: [F-].[Cs+].Cl[C:4]1[CH:13]=[CH:12][C:11]2[CH:10]3[CH2:14][CH2:15][CH2:16][C:17](=[O:18])[N:9]3[CH2:8][CH2:7][C:6]=2[N:5]=1.[CH3:19][NH:20][CH:21]1[CH2:26][CH2:25][N:24]([CH:27]([CH3:29])[CH3:28])[CH2:23][CH2:22]1. (2) Given the product [CH3:38][N:39]([CH3:40])[C:1]([CH2:4][N:5]([C:10]1[CH:15]=[CH:14][C:13]([NH:16]/[C:17](=[C:24]2\[C:25](=[O:36])[NH:26][C:27]3[C:32]\2=[CH:31][C:30]([N+:33]([O-:35])=[O:34])=[CH:29][CH:28]=3)/[C:18]2[CH:19]=[CH:20][CH:21]=[CH:22][CH:23]=2)=[CH:12][CH:11]=1)[S:6]([CH3:9])(=[O:8])=[O:7])=[O:3], predict the reactants needed to synthesize it. The reactants are: [C:1]([CH2:4][N:5]([C:10]1[CH:15]=[CH:14][C:13]([NH:16]/[C:17](=[C:24]2\[C:25](=[O:36])[NH:26][C:27]3[C:32]\2=[CH:31][C:30]([N+:33]([O-:35])=[O:34])=[CH:29][CH:28]=3)/[C:18]2[CH:23]=[CH:22][CH:21]=[CH:20][CH:19]=2)=[CH:12][CH:11]=1)[S:6]([CH3:9])(=[O:8])=[O:7])([OH:3])=O.[Cl-].[CH3:38][NH2+:39][CH3:40].C1C=CC2N(O)N=NC=2C=1.CN(C(ON1N=NC2C=CC=CC1=2)=[N+](C)C)C.[B-](F)(F)(F)F.C(N(C(C)C)C(C)C)C. (3) Given the product [N:22]1[CH:23]=[CH:24][CH:25]=[CH:26][C:21]=1[S:20][C:13]1[C:14]2[C:19](=[CH:18][CH:17]=[CH:16][CH:15]=2)[N:11]([C:7]2[N:8]=[C:9]([NH2:10])[C:4]([NH2:1])=[C:5]([NH2:27])[N:6]=2)[N:12]=1, predict the reactants needed to synthesize it. The reactants are: [N+:1]([C:4]1[C:5]([NH2:27])=[N:6][C:7]([N:11]2[C:19]3[C:14](=[CH:15][CH:16]=[CH:17][CH:18]=3)[C:13]([S:20][C:21]3[CH:26]=[CH:25][CH:24]=[CH:23][N:22]=3)=[N:12]2)=[N:8][C:9]=1[NH2:10])([O-])=O. (4) Given the product [C:18]([C:20]([C:23]1[CH:24]=[C:25]([CH:29]=[CH:30][CH:31]=1)[C:26]([NH:1][C:2]1[CH:3]=[CH:4][C:5]([C:9]([F:10])([F:11])[F:12])=[C:6]([OH:8])[CH:7]=1)=[O:27])([CH3:22])[CH3:21])#[N:19], predict the reactants needed to synthesize it. The reactants are: [NH2:1][C:2]1[CH:3]=[CH:4][C:5]([C:9]([F:12])([F:11])[F:10])=[C:6]([OH:8])[CH:7]=1.C(=O)([O-])O.[Na+].[C:18]([C:20]([C:23]1[CH:24]=[C:25]([CH:29]=[CH:30][CH:31]=1)[C:26](Cl)=[O:27])([CH3:22])[CH3:21])#[N:19]. (5) Given the product [CH:18]1([C:21]2[CH:22]=[C:23]([NH:26][C:12](=[O:14])[C:11]3[CH:15]=[CH:16][CH:17]=[C:9]([S:6]([N:1]4[CH2:2][CH2:3][CH2:4][CH2:5]4)(=[O:7])=[O:8])[CH:10]=3)[NH:24][N:25]=2)[CH2:20][CH2:19]1, predict the reactants needed to synthesize it. The reactants are: [N:1]1([S:6]([C:9]2[CH:10]=[C:11]([CH:15]=[CH:16][CH:17]=2)[C:12]([OH:14])=O)(=[O:8])=[O:7])[CH2:5][CH2:4][CH2:3][CH2:2]1.[CH:18]1([C:21]2[NH:25][N:24]=[C:23]([NH2:26])[CH:22]=2)[CH2:20][CH2:19]1. (6) The reactants are: C[O:2][C:3](=[O:29])[CH2:4][C:5]1[CH:10]=[CH:9][C:8]([C:11]#[C:12][C:13]2[CH:14]=[C:15]3[C:20](=[C:21]([CH2:23][CH3:24])[CH:22]=2)[O:19][C:18]([CH3:26])([CH3:25])[CH2:17][C:16]3([CH3:28])[CH3:27])=[CH:7][CH:6]=1.CO.[OH-].[Na+].O. Given the product [CH2:23]([C:21]1[CH:22]=[C:13]([CH2:12][CH2:11][C:8]2[CH:9]=[CH:10][C:5]([CH2:4][C:3]([OH:29])=[O:2])=[CH:6][CH:7]=2)[CH:14]=[C:15]2[C:20]=1[O:19][C:18]([CH3:25])([CH3:26])[CH2:17][C:16]2([CH3:28])[CH3:27])[CH3:24], predict the reactants needed to synthesize it. (7) Given the product [Cl:1][C:2]1[CH:3]=[CH:4][C:5]2[N:11]3[C:12]([N:15]4[CH2:20][CH2:19][CH:18]([C:21]5[CH:26]=[CH:25][CH:24]=[CH:23][N:22]=5)[CH2:17][CH2:16]4)=[N:13][N:14]=[C:10]3[CH2:9][N:8]([S:36]([CH3:35])(=[O:38])=[O:37])[CH2:7][C:6]=2[CH:27]=1, predict the reactants needed to synthesize it. The reactants are: [Cl:1][C:2]1[CH:3]=[CH:4][C:5]2[N:11]3[C:12]([N:15]4[CH2:20][CH2:19][CH:18]([C:21]5[CH:26]=[CH:25][CH:24]=[CH:23][N:22]=5)[CH2:17][CH2:16]4)=[N:13][N:14]=[C:10]3[CH2:9][NH:8][CH2:7][C:6]=2[CH:27]=1.C(N(CC)CC)C.[CH3:35][S:36](Cl)(=[O:38])=[O:37].